This data is from Reaction yield outcomes from USPTO patents with 853,638 reactions. The task is: Predict the reaction yield, written as a fraction of the theoretical maximum amount of product (1.0 means a 100% yield; for example, 0.34 means a 34% yield). (1) The reactants are [NH2:1][C:2]1[N:7]=[C:6]([CH2:8][OH:9])[C:5]([C:10]2[CH:15]=[CH:14][C:13]([NH:16][CH2:17][C:18]3[CH:23]=[CH:22][C:21]([Cl:24])=[CH:20][CH:19]=3)=[CH:12][CH:11]=2)=[C:4]([NH2:25])[N:3]=1.CC(C)([O-])C.[Na+].[F:32][C:33]1[C:40]([CH3:41])=[CH:39][CH:38]=[CH:37][C:34]=1[CH2:35]Br.Cl. The catalyst is CN(C=O)C.CO. The product is [Cl:24][C:21]1[CH:22]=[CH:23][C:18]([CH2:17][NH:16][C:13]2[CH:14]=[CH:15][C:10]([C:5]3[C:4]([NH2:25])=[N:3][C:2]([NH2:1])=[N:7][C:6]=3[CH2:8][O:9][CH2:35][C:34]3[CH:37]=[CH:38][CH:39]=[C:40]([CH3:41])[C:33]=3[F:32])=[CH:11][CH:12]=2)=[CH:19][CH:20]=1. The yield is 0.280. (2) The reactants are [N:1]1([C:7]([O:9][CH2:10][C:11]2[CH:16]=[CH:15][CH:14]=[CH:13][CH:12]=2)=[O:8])[CH2:6][CH2:5][NH:4][CH2:3][CH2:2]1.[Si:17]([O:24][CH2:25][CH:26]=O)([C:20]([CH3:23])([CH3:22])[CH3:21])([CH3:19])[CH3:18].ClC(Cl)C.C(O[BH-](OC(=O)C)OC(=O)C)(=O)C.[Na+].C(=O)(O)[O-].[Na+]. The catalyst is CO.O1CCCC1. The product is [Si:17]([O:24][CH2:25][CH2:26][N:4]1[CH2:5][CH2:6][N:1]([C:7]([O:9][CH2:10][C:11]2[CH:16]=[CH:15][CH:14]=[CH:13][CH:12]=2)=[O:8])[CH2:2][CH2:3]1)([C:20]([CH3:23])([CH3:22])[CH3:21])([CH3:19])[CH3:18]. The yield is 0.610.